The task is: Regression. Given a peptide amino acid sequence and an MHC pseudo amino acid sequence, predict their binding affinity value. This is MHC class II binding data.. This data is from Peptide-MHC class II binding affinity with 134,281 pairs from IEDB. (1) The peptide sequence is DAYVATLTEALRVIA. The MHC is HLA-DQA10501-DQB10301 with pseudo-sequence HLA-DQA10501-DQB10301. The binding affinity (normalized) is 0.351. (2) The MHC is DRB1_1101 with pseudo-sequence DRB1_1101. The peptide sequence is VMAPDKPSLDISLET. The binding affinity (normalized) is 0.139. (3) The peptide sequence is ADEEQQQALSSQMGF. The MHC is HLA-DPA10301-DPB10402 with pseudo-sequence HLA-DPA10301-DPB10402. The binding affinity (normalized) is 0. (4) The peptide sequence is IGPRHPIRALVGDEV. The MHC is HLA-DPA10201-DPB10101 with pseudo-sequence HLA-DPA10201-DPB10101. The binding affinity (normalized) is 0.240. (5) The peptide sequence is TTAAGAASGAATVAA. The MHC is DRB1_1001 with pseudo-sequence DRB1_1001. The binding affinity (normalized) is 0.297. (6) The binding affinity (normalized) is 0.343. The MHC is DRB1_1602 with pseudo-sequence DRB1_1602. The peptide sequence is QFRRVKCKYPEGTKV. (7) The peptide sequence is PEVKYTVFETALKKAITAMS. The MHC is DRB4_0101 with pseudo-sequence DRB4_0103. The binding affinity (normalized) is 0.727.